From a dataset of Forward reaction prediction with 1.9M reactions from USPTO patents (1976-2016). Predict the product of the given reaction. (1) Given the reactants [C:1]([O:5][C:6](=[O:32])[CH2:7][CH:8]([CH2:12][CH2:13][P:14]([O:24][CH2:25][C:26]1[CH:31]=[CH:30][CH:29]=[CH:28][CH:27]=1)([O:16][CH2:17][C:18]1[CH:23]=[CH:22][CH:21]=[CH:20][CH:19]=1)=[O:15])[C:9]([OH:11])=O)([CH3:4])([CH3:3])[CH3:2].CCN(C(C)C)C(C)C.[C:42]1([C:51]2[CH:56]=[CH:55][CH:54]=[CH:53][CH:52]=2)[CH:47]=[CH:46][C:45]([CH2:48][CH2:49][NH2:50])=[CH:44][CH:43]=1.CN(C(ON1N=NC2C=CC=CC1=2)=[N+](C)C)C.[B-](F)(F)(F)F.Cl, predict the reaction product. The product is: [C:1]([O:5][C:6](=[O:32])[CH2:7][CH:8]([C:9](=[O:11])[NH:50][CH2:49][CH2:48][C:45]1[CH:46]=[CH:47][C:42]([C:51]2[CH:56]=[CH:55][CH:54]=[CH:53][CH:52]=2)=[CH:43][CH:44]=1)[CH2:12][CH2:13][P:14]([O:24][CH2:25][C:26]1[CH:31]=[CH:30][CH:29]=[CH:28][CH:27]=1)([O:16][CH2:17][C:18]1[CH:23]=[CH:22][CH:21]=[CH:20][CH:19]=1)=[O:15])([CH3:3])([CH3:2])[CH3:4]. (2) The product is: [Cl:1][C:2]1[CH:7]=[CH:6][C:5]([C:8]2[CH:9]=[C:10]3[C@H:29]([NH2:30])[CH2:28][C:27]([CH3:39])([CH3:38])[O:26][C:11]3=[N:12][C:13]=2[C:14]2[CH:19]=[CH:18][C:17]([C:20]3[CH:21]=[N:22][NH:23][CH:24]=3)=[CH:16][C:15]=2[Cl:25])=[CH:4][CH:3]=1. Given the reactants [Cl:1][C:2]1[CH:7]=[CH:6][C:5]([C:8]2[CH:9]=[C:10]3[C@H:29]([NH:30]C(=O)OC(C)(C)C)[CH2:28][C:27]([CH3:39])([CH3:38])[O:26][C:11]3=[N:12][C:13]=2[C:14]2[CH:19]=[CH:18][C:17]([C:20]3[CH:21]=[N:22][NH:23][CH:24]=3)=[CH:16][C:15]=2[Cl:25])=[CH:4][CH:3]=1, predict the reaction product.